Dataset: Full USPTO retrosynthesis dataset with 1.9M reactions from patents (1976-2016). Task: Predict the reactants needed to synthesize the given product. (1) Given the product [Cl:7][C:8]1[CH:13]=[C:12]([NH:14]/[C:15](/[S:16][CH3:4])=[N:1]/[C:2]#[N:3])[CH:11]=[CH:10][C:9]=1[C:17]1[CH:18]=[CH:19][CH:20]=[CH:21][CH:22]=1, predict the reactants needed to synthesize it. The reactants are: [N:1]#[C:2][NH2:3].[CH3:4][O-].[Na+].[Cl:7][C:8]1[CH:13]=[C:12]([N:14]=[C:15]=[S:16])[CH:11]=[CH:10][C:9]=1[C:17]1[CH:22]=[CH:21][CH:20]=[CH:19][CH:18]=1.IC. (2) Given the product [CH3:43][NH:44][C:40](=[O:42])[CH2:39][C:34]1[CH:35]=[CH:36][CH:37]=[CH:38][C:33]=1[C:30]1[CH:29]=[CH:28][C:27]([C:25]([N:16]2[C:17]3[CH:24]=[CH:23][CH:22]=[CH:21][C:18]=3[CH2:19][N:20]3[C:11]([C:9]([NH:8][CH2:7][C:3]4[CH:2]=[N:1][CH:6]=[CH:5][CH:4]=4)=[O:10])=[CH:12][CH:13]=[C:14]3[CH2:15]2)=[O:26])=[CH:32][CH:31]=1, predict the reactants needed to synthesize it. The reactants are: [N:1]1[CH:6]=[CH:5][CH:4]=[C:3]([CH2:7][NH:8][C:9]([C:11]2[N:20]3[C:14]([CH2:15][N:16]([C:25]([C:27]4[CH:32]=[CH:31][C:30]([C:33]5[CH:38]=[CH:37][CH:36]=[CH:35][C:34]=5[CH2:39][C:40]([OH:42])=O)=[CH:29][CH:28]=4)=[O:26])[C:17]4[CH:24]=[CH:23][CH:22]=[CH:21][C:18]=4[CH2:19]3)=[CH:13][CH:12]=2)=[O:10])[CH:2]=1.[CH3:43][NH:44]C.CN. (3) Given the product [CH2:1]([O:8][C:9]1[CH:10]=[C:11]2[C:16](=[CH:17][CH:18]=1)[C:15]([O:19][S:20]([CH3:23])(=[O:22])=[O:21])=[C:14]([C:29]1[CH:30]=[CH:31][C:26]([F:25])=[CH:27][CH:28]=1)[CH:13]=[CH:12]2)[C:2]1[CH:7]=[CH:6][CH:5]=[CH:4][CH:3]=1, predict the reactants needed to synthesize it. The reactants are: [CH2:1]([O:8][C:9]1[CH:10]=[C:11]2[C:16](=[CH:17][CH:18]=1)[C:15]([O:19][S:20]([CH3:23])(=[O:22])=[O:21])=[C:14](Br)[CH:13]=[CH:12]2)[C:2]1[CH:7]=[CH:6][CH:5]=[CH:4][CH:3]=1.[F:25][C:26]1[CH:31]=[CH:30][C:29](B(O)O)=[CH:28][CH:27]=1.C(=O)([O-])[O-].[Na+].[Na+].C(O)C. (4) Given the product [CH3:5][CH:6]([CH3:15])[CH2:7][C:8](=[O:14])[CH:9]([N+:1]([O-:3])=[O:2])[C:10]([O:12][CH3:13])=[O:11], predict the reactants needed to synthesize it. The reactants are: [N:1]([O-:3])=[O:2].[Na+].[CH3:5][CH:6]([CH3:15])[CH2:7][C:8](=[O:14])[CH2:9][C:10]([O:12][CH3:13])=[O:11]. (5) Given the product [Cl:18][C:19]1[N:24]=[N:23][C:22]([N:25]([CH3:42])[C:26](=[O:41])[C:27]2[CH:32]=[C:31]([C:33]([F:34])([F:35])[F:36])[CH:30]=[C:29]([S:37]([CH3:40])(=[O:38])=[O:39])[CH:28]=2)=[C:21]([C:43]2[C:44]([O:50][CH3:51])=[N:6][CH:46]=[CH:47][CH:48]=2)[CH:20]=1, predict the reactants needed to synthesize it. The reactants are: ClC1N=[N:6]C(NC)=C(C2C(OC)=NC=CC=2)C=1.[Cl:18][C:19]1[N:24]=[N:23][C:22]([N:25]([CH3:42])[C:26](=[O:41])[C:27]2[CH:32]=[C:31]([C:33]([F:36])([F:35])[F:34])[CH:30]=[C:29]([S:37]([CH3:40])(=[O:39])=[O:38])[CH:28]=2)=[C:21]([C:43]2[CH:48]=[CH:47][C:46](F)=C[C:44]=2[O:50][CH3:51])[CH:20]=1. (6) Given the product [F:1][C:2]1[CH:3]=[C:4]2[C:8](=[CH:9][CH:10]=1)[NH:7][C:6](=[O:11])[C:5]2=[CH:12][C:13]1[CH:29]=[CH:28][C:16]([C:17]([NH:19][CH2:20][CH2:21][CH2:22][CH2:23][CH2:24][C:25]([NH:66][C:63]2[CH:64]=[CH:65][C:60]([F:59])=[CH:61][C:62]=2[NH2:67])=[O:27])=[O:18])=[CH:15][CH:14]=1, predict the reactants needed to synthesize it. The reactants are: [F:1][C:2]1[CH:3]=[C:4]2[C:8](=[CH:9][CH:10]=1)[NH:7][C:6](=[O:11])[C:5]2=[CH:12][C:13]1[CH:29]=[CH:28][C:16]([C:17]([NH:19][CH2:20][CH2:21][CH2:22][CH2:23][CH2:24][C:25]([OH:27])=O)=[O:18])=[CH:15][CH:14]=1.Cl.C(N=C=NCCCN(C)C)C.OC1C2N=NNC=2C=CC=1.C(N(CC)CC)C.[F:59][C:60]1[CH:65]=[CH:64][C:63]([NH2:66])=[C:62]([NH2:67])[CH:61]=1.